From a dataset of Reaction yield outcomes from USPTO patents with 853,638 reactions. Predict the reaction yield, written as a fraction of the theoretical maximum amount of product (1.0 means a 100% yield; for example, 0.34 means a 34% yield). The reactants are [F:1][C:2]1[CH:7]=[CH:6][CH:5]=[C:4]([F:8])[C:3]=1[C:9]1[N:13]([S:14]([C:17]2[CH:18]=[N:19][CH:20]=[CH:21][CH:22]=2)(=[O:16])=[O:15])[CH:12]=[C:11]([CH:23]=[O:24])[CH:10]=1.[Cl:25]N1C(=O)CCC1=O.O. The catalyst is O1CCCC1.CN(C)C=O. The product is [Cl:25][C:12]1[N:13]([S:14]([C:17]2[CH:18]=[N:19][CH:20]=[CH:21][CH:22]=2)(=[O:16])=[O:15])[C:9]([C:3]2[C:2]([F:1])=[CH:7][CH:6]=[CH:5][C:4]=2[F:8])=[CH:10][C:11]=1[CH:23]=[O:24]. The yield is 0.580.